From a dataset of Peptide-MHC class I binding affinity with 185,985 pairs from IEDB/IMGT. Regression. Given a peptide amino acid sequence and an MHC pseudo amino acid sequence, predict their binding affinity value. This is MHC class I binding data. (1) The peptide sequence is LVTRKCPQK. The MHC is HLA-A33:01 with pseudo-sequence HLA-A33:01. The binding affinity (normalized) is 0.211. (2) The peptide sequence is GTFKSVAVK. The MHC is HLA-B27:05 with pseudo-sequence HLA-B27:05. The binding affinity (normalized) is 0.0847. (3) The peptide sequence is ELRKRNEAL. The MHC is HLA-B08:02 with pseudo-sequence HLA-B08:02. The binding affinity (normalized) is 0.266. (4) The peptide sequence is NISFKSINKV. The MHC is HLA-A02:02 with pseudo-sequence HLA-A02:02. The binding affinity (normalized) is 0.0833. (5) The peptide sequence is IKWLWKANK. The MHC is HLA-A26:02 with pseudo-sequence HLA-A26:02. The binding affinity (normalized) is 0.0847. (6) The MHC is HLA-B07:02 with pseudo-sequence HLA-B07:02. The peptide sequence is AQMVWIHGV. The binding affinity (normalized) is 0.0847. (7) The peptide sequence is AALFMYYAK. The MHC is HLA-A31:01 with pseudo-sequence HLA-A31:01. The binding affinity (normalized) is 0.790. (8) The MHC is HLA-B15:01 with pseudo-sequence HLA-B15:01. The peptide sequence is FVRELLTEV. The binding affinity (normalized) is 0.189. (9) The peptide sequence is KFPYEGGKV. The MHC is HLA-A02:01 with pseudo-sequence HLA-A02:01. The binding affinity (normalized) is 0.